This data is from B-cell epitopes from IEDB database with 3,159 antigens for binding position prediction. The task is: Token-level Classification. Given an antigen amino acid sequence, predict which amino acid positions are active epitope sites capable of antibody binding. Output is a list of indices for active positions. (1) Given the antigen sequence: MKVKGIRKNCQHLWTWGTMLLGMLMICSAAGKLWVTVYYGVPVWKEANTTLFCASDAKVHDREAHNVWATHACVPTDPNPQEIVLENVTENFNMWKNNMVEQMQEDVISLWDQSLKPCVKLTPLCITLNCSELNDTVILDTASSANRESGSEMIKQMRNCSFNITTSLKNKMQKEYALFNRFDLVSIGNTSYKLISCNTSVITQACPKVTFEPIPIHYCAPAGYAILKCKDKKFSGKGQCTNVSTVQCTHGIRPVVSTQLLLNGSLAEEEVVLRSDNFSDNAKNIIVRLNESVEINCTRPNNNTKKGIYRGPGRAVFVRERITGDIRQAHCNISRAKWGKTLEQIVEKLGEQYKNTTTIKINQSSGGDPEIVMHSFNCGGEFFYCNTTQLFNSTWNNHNGTWSTNSTGNDTNNTTDTITLPCRIKQIINMWQEVGKAMYAPPISGQINCSSNITGLILTRDGGNKTENENGTETFRPGGGDMRDNWRSELYKYKVVKIEP..., which amino acid positions are active epitope sites? The epitope positions are: [367, 368, 369, 370, 371, 372, 373, 374, 375]. The amino acids at these positions are: DPEIVMHSF. (2) Given the antigen sequence: MKHILYISFYFILVNLLIFHINGKIIKNSEKDEIIKSNLRSGSSNSRNRINEEKHEKKHVLSHNSYEKTKNNENNKFFDKDKELTMSNVKNVSQTNFKSLLRNLGVSENIFLKENKLNKEGKLIEHIINDDDDKKKYIKGQDENRQEDLEEKAAKETLQGQQSDLEQERLAKEKLQEQQSDSEQERLAKEKLQEQQSDLEQERLAKEKLQEQQSDLEQERLAKEKLQEQQSDLEQERRAKEKLQEQQSDLEQERRAKEKLQEQQSDLEQERRAKEKLQEQQSDLEQERLAKEKLQEQQSDLEQERRAKEKLQEQQSDLEQERLAKEKLQEQQSDLEQERLAKEKLQEQQSDLEQERLAKEKLQGQQSDLEQERLAKEKLQEQQSDLEQDRLAKEKLQEQQSDLEQERLAKEKLQEQQSDLEQERRAKEKLQEQQSDLEQERLAKEKLQEQQSDLEQERRAKEKLQEQQSDLEQERRAKEKLQEQQSDLEQERLAKEKLQE..., which amino acid positions are active epitope sites? The epitope positions are: [83, 84, 85, 86, 87, 88, 89, 90, 91, 92, 93, 94, 95, 96, 97, 98, 99, 100, 101, 102... (21 total positions)]. The amino acids at these positions are: LTMSNVKNVSQTNFKSLLRNL. (3) Given the antigen sequence: MSELEKAMVALIDVFHQYSGREGDKHKLKKSELKELINNELSHFLEEIKEQEVVDKVMETLDNDGDGECDFQEFMAFVAMVTTACHEFFEHE, which amino acid positions are active epitope sites? The epitope positions are: [64, 65, 66, 67, 68, 69, 70, 71, 72, 73, 74, 75, 76, 77, 78]. The amino acids at these positions are: GDGECDFQEFMAFVA.